This data is from Catalyst prediction with 721,799 reactions and 888 catalyst types from USPTO. The task is: Predict which catalyst facilitates the given reaction. (1) Reactant: O.[NH2:2][NH2:3].[F:4][C:5]1[CH:10]=[CH:9][C:8]([CH2:11][C:12]([C:14]2[C:15]([C:22]([O:24]C)=O)=[C:16]([CH3:21])[N:17]([CH3:20])[C:18]=2[CH3:19])=O)=[CH:7][C:6]=1[C:26]([N:28]1[CH2:33][CH2:32][CH:31]([O:34][CH3:35])[CH2:30][CH2:29]1)=[O:27]. Product: [F:4][C:5]1[CH:10]=[CH:9][C:8]([CH2:11][C:12]2[C:14]3[C:15](=[C:16]([CH3:21])[N:17]([CH3:20])[C:18]=3[CH3:19])[C:22](=[O:24])[NH:2][N:3]=2)=[CH:7][C:6]=1[C:26]([N:28]1[CH2:33][CH2:32][CH:31]([O:34][CH3:35])[CH2:30][CH2:29]1)=[O:27]. The catalyst class is: 15. (2) Reactant: C(OC(OC(OC(C)(C)C)=O)=O)(C)(C)C.[OH-].[Na+].[H-].[Na+].[Br:20][C:21]1[CH:29]=[C:28]2[C:24]([C:25]([C:30]([O:32][C:33]([CH3:36])([CH3:35])[CH3:34])=[O:31])=[N:26][NH:27]2)=[CH:23][CH:22]=1.C([Li])(C)(C)C.CCCCC.[O:47]1[CH2:52][CH2:51][C:50](=[O:53])[CH2:49][CH2:48]1. Product: [Br:20][C:21]1[CH:29]=[C:28]2[C:24]([C:25]([C:30]([O:32][C:33]([CH3:36])([CH3:35])[CH3:34])=[O:31])=[N:26][NH:27]2)=[CH:23][CH:22]=1.[C:33]([O:32][C:30]([C:25]1[C:24]2[C:28](=[CH:29][C:21]([C:50]3([OH:53])[CH2:51][CH2:52][O:47][CH2:48][CH2:49]3)=[CH:22][CH:23]=2)[NH:27][N:26]=1)=[O:31])([CH3:36])([CH3:35])[CH3:34]. The catalyst class is: 7. (3) The catalyst class is: 64. Product: [Cl:25][C:26]1[CH:27]=[N+:28]([O-:51])[CH:29]=[C:30]([Cl:50])[C:31]=1[CH2:32][C@@H:33]([C:35]1[CH:40]=[CH:39][C:38]([O:41][CH:42]([F:44])[F:43])=[C:37]([O:45][CH2:46][CH:47]2[CH2:49][CH2:48]2)[CH:36]=1)[O:8][C:7](=[O:9])[C:6]1[CH:10]=[CH:11][C:3]([F:2])=[C:4]([N:12]([CH2:17][CH2:18][N:19]2[CH2:20][CH2:21][O:22][CH2:23][CH2:24]2)[S:13]([CH3:16])(=[O:15])=[O:14])[CH:5]=1. Reactant: Cl.[F:2][C:3]1[CH:11]=[CH:10][C:6]([C:7]([OH:9])=[O:8])=[CH:5][C:4]=1[N:12]([CH2:17][CH2:18][N:19]1[CH2:24][CH2:23][O:22][CH2:21][CH2:20]1)[S:13]([CH3:16])(=[O:15])=[O:14].[Cl:25][C:26]1[CH:27]=[N+:28]([O-:51])[CH:29]=[C:30]([Cl:50])[C:31]=1[CH2:32][C@@H:33]([C:35]1[CH:40]=[CH:39][C:38]([O:41][CH:42]([F:44])[F:43])=[C:37]([O:45][CH2:46][CH:47]2[CH2:49][CH2:48]2)[CH:36]=1)O.C(Cl)CCl. (4) Reactant: [C:1]([C:5]1[CH:39]=[CH:38][C:8]([C:9]([NH:11][C:12]2[CH:17]=[CH:16][CH:15]=[C:14]([C:18]3[N:19]=[C:20]([NH:26][C:27]4[CH:32]=[CH:31][C:30](F)=[C:29]([N+:34]([O-:36])=[O:35])[CH:28]=4)[C:21](=[O:25])[N:22]([CH3:24])[CH:23]=3)[C:13]=2[CH3:37])=[O:10])=[CH:7][CH:6]=1)([CH3:4])([CH3:3])[CH3:2].CN.[CH3:42][N:43]1CCCC1=O.O. Product: [C:1]([C:5]1[CH:39]=[CH:38][C:8]([C:9]([NH:11][C:12]2[CH:17]=[CH:16][CH:15]=[C:14]([C:18]3[N:19]=[C:20]([NH:26][C:27]4[CH:32]=[CH:31][C:30]([NH:43][CH3:42])=[C:29]([N+:34]([O-:36])=[O:35])[CH:28]=4)[C:21](=[O:25])[N:22]([CH3:24])[CH:23]=3)[C:13]=2[CH3:37])=[O:10])=[CH:7][CH:6]=1)([CH3:4])([CH3:3])[CH3:2]. The catalyst class is: 1.